From a dataset of Catalyst prediction with 721,799 reactions and 888 catalyst types from USPTO. Predict which catalyst facilitates the given reaction. Reactant: [NH:1]1[C:5]2[CH:6]=[CH:7][C:8]([NH:10][C:11](=[O:49])[C@@H:12]([NH:31][C:32]([C@H:34]3[CH2:39][CH2:38][C@H:37]([CH2:40][NH:41][C:42]([O:44][C:45]([CH3:48])([CH3:47])[CH3:46])=[O:43])[CH2:36][CH2:35]3)=[O:33])[CH2:13][C:14]3[CH:19]=[CH:18][C:17]([C:20]4[CH:25]=[CH:24][C:23]([C:26]([O:28]C)=[O:27])=[CH:22][C:21]=4[CH3:30])=[CH:16][CH:15]=3)=[CH:9][C:4]=2[N:3]=[N:2]1.O.[OH-].[Li+].Cl. Product: [NH:1]1[C:5]2[CH:6]=[CH:7][C:8]([NH:10][C:11](=[O:49])[C@@H:12]([NH:31][C:32]([C@H:34]3[CH2:35][CH2:36][C@H:37]([CH2:40][NH:41][C:42]([O:44][C:45]([CH3:47])([CH3:46])[CH3:48])=[O:43])[CH2:38][CH2:39]3)=[O:33])[CH2:13][C:14]3[CH:15]=[CH:16][C:17]([C:20]4[CH:25]=[CH:24][C:23]([C:26]([OH:28])=[O:27])=[CH:22][C:21]=4[CH3:30])=[CH:18][CH:19]=3)=[CH:9][C:4]=2[N:3]=[N:2]1. The catalyst class is: 253.